Predict the reaction yield, written as a fraction of the theoretical maximum amount of product (1.0 means a 100% yield; for example, 0.34 means a 34% yield). From a dataset of Reaction yield outcomes from USPTO patents with 853,638 reactions. (1) The reactants are [CH2:1]([O:3][C:4]([C:6]1[CH:7]=[C:8]2[C:13](=[CH:14][CH:15]=1)[NH:12][CH:11]([C:16]1[CH:21]=[CH:20][CH:19]=[C:18](Br)[CH:17]=1)[C:10]([CH3:24])([CH3:23])[CH2:9]2)=[O:5])[CH3:2].[Cl:25][C:26]1[CH:31]=[CH:30][C:29](B(O)O)=[CH:28][CH:27]=1.C(=O)([O-])[O-].[Na+].[Na+].O. The product is [CH2:1]([O:3][C:4]([C:6]1[CH:7]=[C:8]2[C:13](=[CH:14][CH:15]=1)[NH:12][CH:11]([C:16]1[CH:17]=[C:18]([C:29]3[CH:30]=[CH:31][C:26]([Cl:25])=[CH:27][CH:28]=3)[CH:19]=[CH:20][CH:21]=1)[C:10]([CH3:24])([CH3:23])[CH2:9]2)=[O:5])[CH3:2]. The yield is 0.800. The catalyst is O1CCOCC1.C(OCC)(=O)C.C1C=CC([P]([Pd]([P](C2C=CC=CC=2)(C2C=CC=CC=2)C2C=CC=CC=2)([P](C2C=CC=CC=2)(C2C=CC=CC=2)C2C=CC=CC=2)[P](C2C=CC=CC=2)(C2C=CC=CC=2)C2C=CC=CC=2)(C2C=CC=CC=2)C2C=CC=CC=2)=CC=1. (2) The reactants are C(N(CC)C(C)C)(C)C.F[P-](F)(F)(F)(F)F.C[N+](C)=C(N(C)C)ON1C2N=CC=CC=2N=N1.[Cl:34][C:35]1[N:43]=[CH:42][C:41]([C:44]([F:47])([F:46])[F:45])=[CH:40][C:36]=1[C:37]([OH:39])=O.CN(C)C=O.[F:53][C:54]1[CH:59]=[CH:58][C:57]([C@@H:60]([NH2:62])[CH3:61])=[CH:56][CH:55]=1. No catalyst specified. The product is [Cl:34][C:35]1[N:43]=[CH:42][C:41]([C:44]([F:47])([F:46])[F:45])=[CH:40][C:36]=1[C:37]([NH:62][C@H:60]([C:57]1[CH:58]=[CH:59][C:54]([F:53])=[CH:55][CH:56]=1)[CH3:61])=[O:39]. The yield is 0.450. (3) The reactants are [CH3:1][O:2]/[CH:3]=[C:4]1\[CH2:5][C@@H:6]([C:16]([O:18][CH3:19])=[O:17])[N:7]([C:9]([O:11][C:12]([CH3:15])([CH3:14])[CH3:13])=[O:10])[CH2:8]\1.[O-2].[Mg+2].[H][H]. The catalyst is [Pd].CO. The product is [CH3:1][O:2][CH2:3][C@@H:4]1[CH2:8][N:7]([C:9]([O:11][C:12]([CH3:15])([CH3:14])[CH3:13])=[O:10])[C@H:6]([C:16]([O:18][CH3:19])=[O:17])[CH2:5]1. The yield is 1.00. (4) The reactants are [F:1][C:2]([F:10])([F:9])[C:3]1[CH:8]=[CH:7][CH:6]=[CH:5][N:4]=1.ClC1C=C(C=CC=1)C(OO)=[O:16]. The catalyst is C(Cl)Cl. The product is [F:1][C:2]([F:10])([F:9])[C:3]1[CH:8]=[CH:7][CH:6]=[CH:5][N+:4]=1[O-:16]. The yield is 0.380. (5) The reactants are I[C:2]1[CH:3]=[C:4]2[C:8](=[CH:9][CH:10]=1)[N:7]([C:11]([NH:13][CH2:14][CH2:15][C:16]([O:18][CH2:19][CH3:20])=[O:17])=[O:12])[CH2:6][CH2:5]2.[CH:21]#[C:22][CH2:23][CH2:24][CH2:25][CH2:26][CH2:27][CH3:28]. The catalyst is [Cu]I. The product is [C:21]([C:2]1[CH:3]=[C:4]2[C:8](=[CH:9][CH:10]=1)[N:7]([C:11]([NH:13][CH2:14][CH2:15][C:16]([O:18][CH2:19][CH3:20])=[O:17])=[O:12])[CH2:6][CH2:5]2)#[C:22][CH2:23][CH2:24][CH2:25][CH2:26][CH2:27][CH3:28]. The yield is 0.650.